From a dataset of Forward reaction prediction with 1.9M reactions from USPTO patents (1976-2016). Predict the product of the given reaction. (1) Given the reactants [CH3:1][O:2][C:3]1[CH:8]=[CH:7][CH:6]=[CH:5][C:4]=1[NH:9][C:10](=[O:16])[O:11][C:12]([CH3:15])([CH3:14])[CH3:13].C([Li])(C)(C)C.[I:22]I.[O-]S([O-])(=S)=O.[Na+].[Na+], predict the reaction product. The product is: [I:22][C:5]1[CH:6]=[CH:7][CH:8]=[C:3]([O:2][CH3:1])[C:4]=1[NH:9][C:10](=[O:16])[O:11][C:12]([CH3:13])([CH3:15])[CH3:14]. (2) Given the reactants [O:1]1[C:5]2[CH:6]=[CH:7][CH:8]=[CH:9][C:4]=2[N:3]=[C:2]1[C:10]1[CH:15]=[CH:14][C:13]([CH2:16][CH:17]=O)=[C:12]([Cl:19])[CH:11]=1.[BH3-]C#N.[Na+].[NH:24]1[CH2:29][CH2:28][O:27][CH2:26][CH2:25]1, predict the reaction product. The product is: [Cl:19][C:12]1[CH:11]=[C:10]([C:2]2[O:1][C:5]3[CH:6]=[CH:7][CH:8]=[CH:9][C:4]=3[N:3]=2)[CH:15]=[CH:14][C:13]=1[CH2:16][CH2:17][N:24]1[CH2:29][CH2:28][O:27][CH2:26][CH2:25]1.